This data is from Peptide-MHC class I binding affinity with 185,985 pairs from IEDB/IMGT. The task is: Regression. Given a peptide amino acid sequence and an MHC pseudo amino acid sequence, predict their binding affinity value. This is MHC class I binding data. (1) The peptide sequence is DRFYKTLRA. The MHC is HLA-B58:01 with pseudo-sequence HLA-B58:01. The binding affinity (normalized) is 0. (2) The MHC is HLA-B44:02 with pseudo-sequence HLA-B44:02. The binding affinity (normalized) is 0.235. The peptide sequence is MWAQDAAAMF. (3) The peptide sequence is SPKERLPYI. The MHC is HLA-B08:01 with pseudo-sequence HLA-B08:01. The binding affinity (normalized) is 0.358.